The task is: Regression. Given a peptide amino acid sequence and an MHC pseudo amino acid sequence, predict their binding affinity value. This is MHC class I binding data.. This data is from Peptide-MHC class I binding affinity with 185,985 pairs from IEDB/IMGT. (1) The peptide sequence is YVADALAAF. The MHC is HLA-A03:01 with pseudo-sequence HLA-A03:01. The binding affinity (normalized) is 0. (2) The peptide sequence is KTWGKNLVF. The MHC is HLA-B58:01 with pseudo-sequence HLA-B58:01. The binding affinity (normalized) is 0.728. (3) The peptide sequence is FGHQKVTFL. The MHC is H-2-Db with pseudo-sequence H-2-Db. The binding affinity (normalized) is 0.0774.